Dataset: Catalyst prediction with 721,799 reactions and 888 catalyst types from USPTO. Task: Predict which catalyst facilitates the given reaction. (1) Reactant: O[CH:2]1[CH2:7][CH2:6][N:5]([C:8]([O:10][C:11]([CH3:14])([CH3:13])[CH3:12])=[O:9])[CH2:4][CH2:3]1.[CH2:15]([O:17][C:18]1[CH:27]=[CH:26][C:21]2[N:22]=[C:23]([SH:25])[S:24][C:20]=2[CH:19]=1)[CH3:16].C1(P(C2C=CC=CC=2)C2C=CC=CC=2)C=CC=CC=1.N(C(OCC)=O)=NC(OCC)=O.C1(C)C=CC=CC=1. Product: [CH2:15]([O:17][C:18]1[CH:27]=[CH:26][C:21]2[N:22]=[C:23]([S:25][CH:2]3[CH2:7][CH2:6][N:5]([C:8]([O:10][C:11]([CH3:14])([CH3:13])[CH3:12])=[O:9])[CH2:4][CH2:3]3)[S:24][C:20]=2[CH:19]=1)[CH3:16]. The catalyst class is: 1. (2) The catalyst class is: 24. Product: [C:12](=[O:14])([O:11][C@H:10]1[C@H:5]([OH:4])[C@@H:6]([CH2:56][OH:57])[O:7][C@H:8]([O:19][C@H:20]2[C@@H:25]([OH:26])[C@H:24]([OH:30])[C@H:23]([CH2:34][OH:35])[O:22][C@H:21]2[O:39][CH2:40][CH2:41][O:42][CH2:43][CH2:44][NH:45][C:46]([O:48][CH2:49][C:50]2[CH:55]=[CH:54][CH:53]=[CH:52][CH:51]=2)=[O:47])[C@H:9]1[OH:15])[NH2:13]. Reactant: C([O:4][C@H:5]1[C@H:10]([O:11][C:12](=[O:14])[NH2:13])[C@H:9]([O:15]C(=O)C)[C@@H:8]([O:19][C@H:20]2[C@@H:25]([O:26]C(=O)C)[C@H:24]([O:30]C(=O)C)[C@H:23]([CH2:34][O:35]C(=O)C)[O:22][C@@H:21]2[O:39][CH2:40][CH2:41][O:42][CH2:43][CH2:44][NH:45][C:46]([O:48][CH2:49][C:50]2[CH:55]=[CH:54][CH:53]=[CH:52][CH:51]=2)=[O:47])[O:7][C@@H:6]1[CH2:56][O:57]C(=O)C)(=O)C.C([O-])([O-])=O.[K+].[K+]. (3) Reactant: Br[C:2]1[S:3][C:4]([Br:7])=[CH:5][N:6]=1.[CH3:8][O:9][C:10]1[CH:19]=[C:18]2[C:13]([CH:14]=[CH:15][C:16]([OH:20])=[CH:17]2)=[CH:12][CH:11]=1.C(=O)([O-])[O-].[K+].[K+]. Product: [Br:7][C:4]1[S:3][C:2]([O:20][C:16]2[CH:15]=[CH:14][C:13]3[C:18](=[CH:19][C:10]([O:9][CH3:8])=[CH:11][CH:12]=3)[CH:17]=2)=[N:6][CH:5]=1. The catalyst class is: 3. (4) Reactant: [C:1]([O:5][C:6](=[O:16])[CH2:7][P:8]([O:13][CH2:14][CH3:15])([O:10][CH2:11][CH3:12])=[O:9])([CH3:4])([CH3:3])[CH3:2].[H-].[Na+].[CH2:19](I)[CH3:20]. Product: [C:1]([O:5][C:6](=[O:16])[CH:7]([P:8]([O:10][CH2:11][CH3:12])([O:13][CH2:14][CH3:15])=[O:9])[CH2:19][CH3:20])([CH3:3])([CH3:2])[CH3:4]. The catalyst class is: 42. (5) Reactant: [CH3:1][C:2]1[CH:8]=[CH:7][C:5]([NH2:6])=[C:4]([C:9]#[C:10][Si](C)(C)C)[CH:3]=1.CO.CCOCC.C([O-])([O-])=O.[K+].[K+]. Product: [C:9]([C:4]1[CH:3]=[C:2]([CH3:1])[CH:8]=[CH:7][C:5]=1[NH2:6])#[CH:10]. The catalyst class is: 6. (6) Product: [CH3:11][O:10][C:8]1[CH:7]=[CH:6][C:5]([N+:12]([O-:14])=[O:13])=[C:4]([CH:9]=1)[C:3]([OH:15])=[O:2]. Reactant: C[O:2][C:3](=[O:15])[C:4]1[CH:9]=[C:8]([O:10][CH3:11])[CH:7]=[CH:6][C:5]=1[N+:12]([O-:14])=[O:13]. The catalyst class is: 494. (7) Reactant: [C:1]1([S:7]([O:10][C:11]2[C:20]([Br:21])=[C:19]3[C:14]([CH:15]=[CH:16][C:17]([CH:22]=[O:23])=[N:18]3)=[CH:13][CH:12]=2)(=[O:9])=[O:8])[CH:6]=[CH:5][CH:4]=[CH:3][CH:2]=1.[CH2:24](Br)[CH:25]=[CH2:26]. Product: [C:1]1([S:7]([O:10][C:11]2[C:20]([Br:21])=[C:19]3[C:14]([CH:15]=[CH:16][C:17]([CH:22]([OH:23])[CH2:26][CH:25]=[CH2:24])=[N:18]3)=[CH:13][CH:12]=2)(=[O:9])=[O:8])[CH:2]=[CH:3][CH:4]=[CH:5][CH:6]=1. The catalyst class is: 598. (8) Reactant: [F:1][CH:2]([F:15])[C:3]1[NH:7][C:6]2[CH:8]=[CH:9][CH:10]=[C:11]([O:12][CH2:13][CH3:14])[C:5]=2[N:4]=1.[Cl:16][C:17]1[N:22]=[C:21](Cl)[N:20]=[C:19]([N:24]2[CH2:29][CH2:28][O:27][CH2:26][CH2:25]2)[N:18]=1.C([O-])([O-])=O.[K+].[K+]. Product: [Cl:16][C:17]1[N:18]=[C:19]([N:24]2[CH2:25][CH2:26][O:27][CH2:28][CH2:29]2)[N:20]=[C:21]([N:7]2[C:6]3[CH:8]=[CH:9][CH:10]=[C:11]([O:12][CH2:13][CH3:14])[C:5]=3[N:4]=[C:3]2[CH:2]([F:1])[F:15])[N:22]=1. The catalyst class is: 18. (9) Reactant: [CH:1]1([C:4]2[N:9]=[C:8]3[N:10]([CH2:13][CH2:14][NH:15]C(=O)OC(C)(C)C)[N:11]=[CH:12][C:7]3=[C:6]([C:23]([NH:25][CH2:26][C:27]3[C:28](=[O:35])[NH:29][C:30]([CH3:34])=[CH:31][C:32]=3[CH3:33])=[O:24])[CH:5]=2)[CH2:3][CH2:2]1.FC(F)(F)C(O)=O. Product: [NH2:15][CH2:14][CH2:13][N:10]1[C:8]2[N:9]=[C:4]([CH:1]3[CH2:2][CH2:3]3)[CH:5]=[C:6]([C:23]([NH:25][CH2:26][C:27]3[C:28](=[O:35])[NH:29][C:30]([CH3:34])=[CH:31][C:32]=3[CH3:33])=[O:24])[C:7]=2[CH:12]=[N:11]1. The catalyst class is: 2.